From a dataset of Full USPTO retrosynthesis dataset with 1.9M reactions from patents (1976-2016). Predict the reactants needed to synthesize the given product. (1) Given the product [Cl-:26].[C:33]1([C:31]2[O:30][N:29]=[C:28]([CH2:27][N+:13]34[CH2:14][CH2:15][CH:16]([CH2:17][CH2:18]3)[C@@H:11]([O:10][C:8](=[O:9])[C@@H:7]([C:1]3[CH:2]=[CH:3][CH:4]=[CH:5][CH:6]=3)[NH:19][C:20]3[CH:25]=[CH:24][CH:23]=[CH:22][CH:21]=3)[CH2:12]4)[N:32]=2)[CH:34]=[CH:35][CH:36]=[CH:37][CH:38]=1, predict the reactants needed to synthesize it. The reactants are: [C:1]1([C@@H:7]([NH:19][C:20]2[CH:25]=[CH:24][CH:23]=[CH:22][CH:21]=2)[C:8]([O:10][C@@H:11]2[CH:16]3[CH2:17][CH2:18][N:13]([CH2:14][CH2:15]3)[CH2:12]2)=[O:9])[CH:6]=[CH:5][CH:4]=[CH:3][CH:2]=1.[Cl:26][CH2:27][C:28]1[N:32]=[C:31]([C:33]2[CH:38]=[CH:37][CH:36]=[CH:35][CH:34]=2)[O:30][N:29]=1. (2) The reactants are: [I:1][C:2]1[CH:7]=[N:6][NH:5][C:4](=[O:8])[CH:3]=1.[O:9]1[CH2:14][CH2:13][CH2:12][CH2:11][CH:10]1[O:15][CH2:16][CH2:17]O.C1(P(C2C=CC=CC=2)C2C=CC=CC=2)C=CC=CC=1.N(C(OCC)=O)=NC(OCC)=O. Given the product [I:1][C:2]1[CH:3]=[C:4]([O:8][CH2:17][CH2:16][O:15][CH:10]2[CH2:11][CH2:12][CH2:13][CH2:14][O:9]2)[N:5]=[N:6][CH:7]=1, predict the reactants needed to synthesize it. (3) Given the product [F:1][C:2]1[CH:7]=[CH:6][C:5]([NH:8][C:9]([C:11]2[O:15][C:14]([CH3:16])=[N:13][C:12]=2[CH3:17])=[O:10])=[CH:4][C:3]=1[C:18]1[N:19]=[C:20]2[N:25]=[CH:24][C:23]([CH:26]([N:29]3[CH2:34][CH2:33][O:32][CH2:31][CH2:30]3)[CH3:27])=[CH:22][N:21]2[CH:28]=1, predict the reactants needed to synthesize it. The reactants are: [F:1][C:2]1[CH:7]=[CH:6][C:5]([NH:8][C:9]([C:11]2[O:15][C:14]([CH3:16])=[N:13][C:12]=2[CH3:17])=[O:10])=[CH:4][C:3]=1[C:18]1[N:19]=[C:20]2[N:25]=[CH:24][C:23]([CH:26]=[CH2:27])=[CH:22][N:21]2[CH:28]=1.[NH:29]1[CH2:34][CH2:33][O:32][CH2:31][CH2:30]1.[OH-].C1([N+](C)(C)C)C=CC=CC=1. (4) Given the product [CH2:14]([N:2]1[N:3]=[CH:4][CH:5]=[N:1]1)[CH2:13][CH:12]=[CH2:11], predict the reactants needed to synthesize it. The reactants are: [NH:1]1[CH:5]=[CH:4][N:3]=[N:2]1.[OH-].[Na+].[I-].[K+].Br[CH2:11][CH2:12][CH:13]=[CH2:14]. (5) Given the product [F:1][C:2]1[CH:9]=[C:8]([O:10][CH2:16][C:17]2[N:21]([CH3:22])[C:20]3[CH:23]=[CH:24][CH:25]=[CH:26][C:19]=3[N:18]=2)[C:7]([O:11][CH3:12])=[CH:6][C:3]=1[CH:4]=[O:5], predict the reactants needed to synthesize it. The reactants are: [F:1][C:2]1[CH:9]=[C:8]([OH:10])[C:7]([O:11][CH3:12])=[CH:6][C:3]=1[CH:4]=[O:5].[H-].[Na+].Cl[CH2:16][C:17]1[N:21]([CH3:22])[C:20]2[CH:23]=[CH:24][CH:25]=[CH:26][C:19]=2[N:18]=1.O.